From a dataset of Full USPTO retrosynthesis dataset with 1.9M reactions from patents (1976-2016). Predict the reactants needed to synthesize the given product. (1) Given the product [Cl:1][C:2]1[C:3]([C:23]2[N:27]3[CH:28]=[CH:29][CH:30]=[CH:31][C:26]3=[N:25][CH:24]=2)=[N:4][C:5]([NH:8][C:9]2[CH:14]=[CH:13][C:12]([O:15][C@@H:16]3[CH2:20][CH2:19][N:18]([C:34](=[O:35])[CH:33]([OH:32])[CH3:37])[CH2:17]3)=[CH:11][C:10]=2[O:21][CH3:22])=[N:6][CH:7]=1, predict the reactants needed to synthesize it. The reactants are: [Cl:1][C:2]1[C:3]([C:23]2[N:27]3[CH:28]=[CH:29][CH:30]=[CH:31][C:26]3=[N:25][CH:24]=2)=[N:4][C:5]([NH:8][C:9]2[CH:14]=[CH:13][C:12]([O:15][C@@H:16]3[CH2:20][CH2:19][NH:18][CH2:17]3)=[CH:11][C:10]=2[O:21][CH3:22])=[N:6][CH:7]=1.[OH:32][CH:33]([CH3:37])[C:34](O)=[O:35]. (2) Given the product [CH3:26][C:13]1[N:14]([CH2:15][C:16]([CH3:25])([O:18][CH2:19][CH2:20][S:21]([CH3:24])(=[O:23])=[O:22])[CH3:17])[C:10]2[C:9]3[CH:8]=[CH:7][CH:6]=[CH:5][C:4]=3[N:3]=[C:2]([NH2:27])[C:11]=2[N:12]=1, predict the reactants needed to synthesize it. The reactants are: Cl[C:2]1[C:11]2[N:12]=[C:13]([CH3:26])[N:14]([CH2:15][C:16]([CH3:25])([O:18][CH2:19][CH2:20][S:21]([CH3:24])(=[O:23])=[O:22])[CH3:17])[C:10]=2[C:9]2[CH:8]=[CH:7][CH:6]=[CH:5][C:4]=2[N:3]=1.[NH3:27]. (3) Given the product [Cl:1][C:2]1[CH:7]=[C:6]2[C:5]([CH:28]=[C:27]([C:26]([OH:29])([CH3:30])[CH2:25][S:24][CH2:22][CH3:23])[N:8]2[S:9]([CH3:12])(=[O:11])=[O:10])=[CH:4][C:3]=1[F:14], predict the reactants needed to synthesize it. The reactants are: [Cl:1][C:2]1[C:3]([F:14])=[CH:4][C:5](I)=[C:6]([NH:8][S:9]([CH3:12])(=[O:11])=[O:10])[CH:7]=1.C(N(CC)CC)C.[CH2:22]([S:24][CH2:25][C:26]([CH3:30])([OH:29])[C:27]#[CH:28])[CH3:23]. (4) Given the product [C:17]([O:21][C:22](=[O:27])[CH2:23][C@@H:24]([NH:26][C:2]1[CH:6]=[C:5]([C:7]#[C:8][C:9]([CH3:12])([CH3:11])[CH3:10])[S:4][C:3]=1[C:13]([O:15][CH3:16])=[O:14])[CH3:25])([CH3:19])([CH3:18])[CH3:20], predict the reactants needed to synthesize it. The reactants are: Br[C:2]1[CH:6]=[C:5]([C:7]#[C:8][C:9]([CH3:12])([CH3:11])[CH3:10])[S:4][C:3]=1[C:13]([O:15][CH3:16])=[O:14].[C:17]([O:21][C:22](=[O:27])[CH2:23][C@@H:24]([NH2:26])[CH3:25])([CH3:20])([CH3:19])[CH3:18].C(=O)([O-])[O-].[Cs+].[Cs+].COC1C=CC=C(OC)C=1C1C=CC=CC=1P(C1CCCCC1)C1CCCCC1. (5) Given the product [NH:29]1[CH2:30][CH2:31][CH:27]([CH:4]([N:5]2[CH:9]=[C:8]([C:10]3[C:11]4[CH:18]=[CH:17][N:16]([CH2:19][O:20][CH2:21][CH2:22][Si:23]([CH3:24])([CH3:26])[CH3:25])[C:12]=4[N:13]=[CH:14][N:15]=3)[CH:7]=[N:6]2)[CH2:3][C:1]#[N:2])[CH2:28]1, predict the reactants needed to synthesize it. The reactants are: [C:1]([CH2:3][CH:4]([CH:27]1[CH2:31][CH2:30][N:29](C(OCC2C=CC=CC=2)=O)[CH2:28]1)[N:5]1[CH:9]=[C:8]([C:10]2[C:11]3[CH:18]=[CH:17][N:16]([CH2:19][O:20][CH2:21][CH2:22][Si:23]([CH3:26])([CH3:25])[CH3:24])[C:12]=3[N:13]=[CH:14][N:15]=2)[CH:7]=[N:6]1)#[N:2]. (6) Given the product [CH:25]1[N:33]2[C:28]([CH2:29][O:30][C:31]3[C:37]([CH2:38][CH:39]=[O:42])=[CH:36][CH:35]=[CH:34][C:32]=32)=[CH:27][N:26]=1, predict the reactants needed to synthesize it. The reactants are: C(C1C2OCC3=CN=CN3C=2C=CC=1)C=C.C[N+]1([O-])CCOCC1.[CH:25]1[N:33]2[C:28]([CH2:29][O:30][C:31]3[C:37]([CH2:38][CH:39]([OH:42])CO)=[CH:36][CH:35]=[CH:34][C:32]=32)=[CH:27][N:26]=1.